The task is: Predict the reactants needed to synthesize the given product.. This data is from Full USPTO retrosynthesis dataset with 1.9M reactions from patents (1976-2016). Given the product [I:17][C:2]1[CH:3]=[C:4]([NH:8][C:9](=[O:15])[O:10][C:11]([CH3:14])([CH3:13])[CH3:12])[CH:5]=[N:6][CH:7]=1, predict the reactants needed to synthesize it. The reactants are: Br[C:2]1[CH:3]=[C:4]([NH:8][C:9](=[O:15])[O:10][C:11]([CH3:14])([CH3:13])[CH3:12])[CH:5]=[N:6][CH:7]=1.[Na+].[I-:17].CN(C)CCN.